From a dataset of Full USPTO retrosynthesis dataset with 1.9M reactions from patents (1976-2016). Predict the reactants needed to synthesize the given product. (1) Given the product [ClH:2].[Cl:2][C:3]1[CH:27]=[C:26]([NH:28][C:29]([NH:31][C:32]2[CH:37]=[N:36][C:35]([C:38]#[N:39])=[CH:34][N:33]=2)=[O:30])[CH:25]=[CH:24][C:4]=1[CH2:5][CH2:6][N:7]([CH2:15][C:16]1[CH:21]=[CH:20][CH:19]=[CH:18][C:17]=1[O:22][CH3:23])[C:8](=[O:14])[O:9][C:10]([CH3:12])([CH3:11])[CH3:13], predict the reactants needed to synthesize it. The reactants are: Cl.[Cl:2][C:3]1[CH:27]=[C:26]([NH:28][C:29]([NH:31][C:32]2[CH:37]=[N:36][C:35]([C:38]#[N:39])=[CH:34][N:33]=2)=[O:30])[CH:25]=[CH:24][C:4]=1[CH2:5][CH2:6][N:7]([CH2:15][C:16]1[CH:21]=[CH:20][CH:19]=[CH:18][C:17]=1[O:22][CH3:23])[C:8](=[O:14])[O:9][C:10]([CH3:13])([CH3:12])[CH3:11].CCCCC. (2) The reactants are: Cl.Cl.[NH2:3][C@@H:4]1[C:18](=[O:19])[N:17]2[CH2:20][C@H:21]([O:23][C:24]3[C:33]4[C:28](=[C:29]([CH3:36])[C:30]([O:34][CH3:35])=[CH:31][CH:32]=4)[N:27]=[C:26]([C:37]4[S:38][CH:39]=[C:40]([CH:42]([CH3:44])[CH3:43])[N:41]=4)[CH:25]=3)[CH2:22][C@H:16]2[C:15](=[O:45])[NH:14][C@:13]2([C:47]([NH:49][S:50]([CH:53]3[CH2:55][CH2:54]3)(=[O:52])=[O:51])=[O:48])[CH2:46][C@H:12]2[CH:11]=[CH:10][CH2:9][CH2:8][CH2:7][CH2:6][CH2:5]1.C(N(CC)C(C)C)(C)C.ClC(Cl)(O[C:69](=[O:75])OC(Cl)(Cl)Cl)Cl.[NH:77]1[CH2:82][CH2:81][S:80](=[O:84])(=[O:83])[CH2:79][CH2:78]1. Given the product [CH:53]1([S:50]([NH:49][C:47]([C@@:13]23[CH2:46][C@H:12]2[CH:11]=[CH:10][CH2:9][CH2:8][CH2:7][CH2:6][CH2:5][C@H:4]([NH:3][C:69]([N:77]2[CH2:82][CH2:81][S:80](=[O:84])(=[O:83])[CH2:79][CH2:78]2)=[O:75])[C:18](=[O:19])[N:17]2[CH2:20][C@H:21]([O:23][C:24]4[C:33]5[C:28](=[C:29]([CH3:36])[C:30]([O:34][CH3:35])=[CH:31][CH:32]=5)[N:27]=[C:26]([C:37]5[S:38][CH:39]=[C:40]([CH:42]([CH3:43])[CH3:44])[N:41]=5)[CH:25]=4)[CH2:22][C@H:16]2[C:15](=[O:45])[NH:14]3)=[O:48])(=[O:51])=[O:52])[CH2:54][CH2:55]1, predict the reactants needed to synthesize it.